Dataset: Forward reaction prediction with 1.9M reactions from USPTO patents (1976-2016). Task: Predict the product of the given reaction. (1) Given the reactants [NH2:1][C:2]1[CH:3]=[C:4]([CH:20]=[CH:21][CH:22]=1)[C:5]([C:7]1[C:12](=[O:13])[CH:11]=[CH:10][N:9]([C:14]2[CH:15]=[N:16][N:17]([CH3:19])[CH:18]=2)[N:8]=1)=O, predict the reaction product. The product is: [NH2:1][C:2]1[CH:3]=[C:4]([CH:20]=[CH:21][CH:22]=1)[CH2:5][C:7]1[C:12](=[O:13])[CH:11]=[CH:10][N:9]([C:14]2[CH:15]=[N:16][N:17]([CH3:19])[CH:18]=2)[N:8]=1. (2) Given the reactants [NH2:1][C:2]1[C:3]([F:13])=[C:4]([C:9]([F:12])=[CH:10][CH:11]=1)[C:5]([O:7][CH3:8])=[O:6].C(N([CH2:19][CH3:20])CC)C.[C:21]1([S:27](Cl)(=[O:29])=[O:28])[CH:26]=[CH:25][CH:24]=[CH:23][CH:22]=1, predict the reaction product. The product is: [F:13][C:3]1[C:2]([N:1]([S:27]([C:20]2[CH:19]=[CH:23][CH:22]=[CH:21][CH:26]=2)(=[O:29])=[O:28])[S:27]([C:21]2[CH:26]=[CH:25][CH:24]=[CH:23][CH:22]=2)(=[O:29])=[O:28])=[CH:11][CH:10]=[C:9]([F:12])[C:4]=1[C:5]([O:7][CH3:8])=[O:6]. (3) Given the reactants Cl[C:2]1[N:7]=[C:6]2[O:8][C:9]3[C:14]([C@H:15]([C:16]([CH3:21])([CH3:20])[C:17]([OH:19])=[O:18])[C:5]2=[CH:4][CH:3]=1)=[CH:13][CH:12]=[CH:11][C:10]=3[F:22].[O:23]1[CH2:28][CH2:27][N:26]([C:29]([C:31]2[CH:36]=[CH:35][C:34](B3OC(C)(C)C(C)(C)O3)=[CH:33][CH:32]=2)=[O:30])[CH2:25][CH2:24]1.P([O-])([O-])([O-])=O.[K+].[K+].[K+].O, predict the reaction product. The product is: [F:22][C:10]1[CH:11]=[CH:12][CH:13]=[C:14]2[C:9]=1[O:8][C:6]1=[N:7][C:2]([C:34]3[CH:33]=[CH:32][C:31]([C:29]([N:26]4[CH2:27][CH2:28][O:23][CH2:24][CH2:25]4)=[O:30])=[CH:36][CH:35]=3)=[CH:3][CH:4]=[C:5]1[C@H:15]2[C:16]([CH3:21])([CH3:20])[C:17]([OH:19])=[O:18]. (4) Given the reactants [CH2:1]([O:3][C:4]([C:6]1[NH:7][C:8]2[C:13]([CH:14]=1)=[CH:12][C:11]([C:15]1[CH:20]=[CH:19][C:18]([C:21]([F:24])([F:23])[F:22])=[CH:17][N:16]=1)=[CH:10][CH:9]=2)=[O:5])[CH3:2].C(Cl)(Cl)(Cl)[Cl:26], predict the reaction product. The product is: [CH2:1]([O:3][C:4]([C:6]1[NH:7][C:8]2[C:13]([C:14]=1[Cl:26])=[CH:12][C:11]([C:15]1[CH:20]=[CH:19][C:18]([C:21]([F:23])([F:24])[F:22])=[CH:17][N:16]=1)=[CH:10][CH:9]=2)=[O:5])[CH3:2]. (5) Given the reactants [F:1][C:2]1[CH:7]=[CH:6][C:5]([N:8]2[C:16]3[C:11](=[CH:12][C:13]([O:17][C@H:18]([C:24]4[CH:29]=[CH:28][CH:27]=[CH:26][CH:25]=4)[C@@H:19]([NH2:23])[CH2:20][CH2:21][CH3:22])=[CH:14][CH:15]=3)[CH:10]=[N:9]2)=[CH:4][CH:3]=1.C1COCC1.C(N(CC)CC)C.[C:42](Cl)(=[O:47])[C:43]([CH3:46])([CH3:45])[CH3:44], predict the reaction product. The product is: [F:1][C:2]1[CH:3]=[CH:4][C:5]([N:8]2[C:16]3[C:11](=[CH:12][C:13]([O:17][C@H:18]([C:24]4[CH:25]=[CH:26][CH:27]=[CH:28][CH:29]=4)[C@@H:19]([NH:23][C:42](=[O:47])[C:43]([CH3:46])([CH3:45])[CH3:44])[CH2:20][CH2:21][CH3:22])=[CH:14][CH:15]=3)[CH:10]=[N:9]2)=[CH:6][CH:7]=1. (6) Given the reactants [NH2:1][C@H:2]([C:11]([OH:13])=[O:12])[CH2:3][C:4]1[CH:9]=[CH:8][C:7]([OH:10])=[CH:6][CH:5]=1.[N:14]([O:16][O-])=[O:15], predict the reaction product. The product is: [N+:14]([NH:1][C@H:2]([C:11]([OH:13])=[O:12])[CH2:3][C:4]1[CH:5]=[CH:6][C:7]([OH:10])=[CH:8][CH:9]=1)([O-:16])=[O:15]. (7) The product is: [CH3:58][O:57][C:56]1[CH:55]=[C:54]([CH:63]=[CH:62][C:59]=1[O:60][CH3:61])[CH2:53][NH:64][C:9](=[O:11])[C:8]1[CH:12]=[C:4]([N+:1]([O-:3])=[O:2])[CH:5]=[CH:6][C:7]=1[NH:13][CH:14]1[CH2:19][CH2:18][O:17][CH2:16][CH2:15]1. Given the reactants [N+:1]([C:4]1[CH:5]=[CH:6][C:7]([NH:13][CH:14]2[CH2:19][CH2:18][O:17][CH2:16][CH2:15]2)=[C:8]([CH:12]=1)[C:9]([OH:11])=O)([O-:3])=[O:2].CCN(C(C)C)C(C)C.CN(C(ON1N=NC2C=CC=CC1=2)=[N+](C)C)C.F[P-](F)(F)(F)(F)F.[CH2:53]([NH2:64])[C:54]1[CH:63]=[CH:62][C:59]([O:60][CH3:61])=[C:56]([O:57][CH3:58])[CH:55]=1, predict the reaction product.